From a dataset of Buchwald-Hartwig C-N cross coupling reaction yields with 55,370 reactions. Predict the reaction yield, written as a fraction of the theoretical maximum amount of product (1.0 means a 100% yield; for example, 0.34 means a 34% yield). (1) The reactants are FC(F)(F)c1ccc(Cl)cc1.Cc1ccc(N)cc1.O=S(=O)(O[Pd]1c2ccccc2-c2ccccc2N~1)C(F)(F)F.COc1ccc(OC)c(P(C(C)(C)C)C(C)(C)C)c1-c1c(C(C)C)cc(C(C)C)cc1C(C)C.CN1CCCN2CCCN=C12.Cc1ccon1. No catalyst specified. The product is Cc1ccc(Nc2ccc(C(F)(F)F)cc2)cc1. The yield is 0.182. (2) The reactants are Clc1cccnc1.Cc1ccc(N)cc1.O=S(=O)(O[Pd]1c2ccccc2-c2ccccc2N~1)C(F)(F)F.CC(C)c1cc(C(C)C)c(-c2ccccc2P(C2CCCCC2)C2CCCCC2)c(C(C)C)c1.CN(C)C(=NC(C)(C)C)N(C)C.CCOC(=O)c1cc(C)no1. No catalyst specified. The product is Cc1ccc(Nc2cccnc2)cc1. The yield is 0.0201. (3) No catalyst specified. The reactants are Ic1cccnc1.Cc1ccc(N)cc1.O=S(=O)(O[Pd]1c2ccccc2-c2ccccc2N~1)C(F)(F)F.COc1ccc(OC)c(P(C(C)(C)C)C(C)(C)C)c1-c1c(C(C)C)cc(C(C)C)cc1C(C)C.CCN=P(N=P(N(C)C)(N(C)C)N(C)C)(N(C)C)N(C)C.c1ccc(-c2cnoc2)cc1. The yield is 0.666. The product is Cc1ccc(Nc2cccnc2)cc1. (4) The reactants are Clc1cccnc1.Cc1ccc(N)cc1.O=S(=O)(O[Pd]1c2ccccc2-c2ccccc2N~1)C(F)(F)F.COc1ccc(OC)c(P(C(C)(C)C)C(C)(C)C)c1-c1c(C(C)C)cc(C(C)C)cc1C(C)C.CCN=P(N=P(N(C)C)(N(C)C)N(C)C)(N(C)C)N(C)C.Cc1cc(C)on1. No catalyst specified. The product is Cc1ccc(Nc2cccnc2)cc1. The yield is 0.0899.